This data is from Reaction yield outcomes from USPTO patents with 853,638 reactions. The task is: Predict the reaction yield, written as a fraction of the theoretical maximum amount of product (1.0 means a 100% yield; for example, 0.34 means a 34% yield). (1) The reactants are [O:1]1[CH2:5][CH:4]([C:6]([OH:8])=O)[CH2:3][CH2:2]1.CN1CCOCC1.[C:16]([O:20][C:21](=[O:33])[NH:22][CH:23]([C:26]1[CH:31]=[CH:30][CH:29]=[C:28]([Cl:32])[CH:27]=1)[CH2:24][NH2:25])([CH3:19])([CH3:18])[CH3:17]. The catalyst is C1COCC1. The product is [C:16]([O:20][C:21](=[O:33])[NH:22][CH:23]([C:26]1[CH:31]=[CH:30][CH:29]=[C:28]([Cl:32])[CH:27]=1)[CH2:24][NH:25][C:6]([CH:4]1[CH2:5][O:1][CH2:2][CH2:3]1)=[O:8])([CH3:19])([CH3:17])[CH3:18]. The yield is 0.950. (2) The reactants are [CH3:1][C:2]1([CH3:28])[CH2:7][O:6][CH:5]([CH2:8][O:9][C:10]2[CH:15]=[CH:14][N:13]=[C:12]([CH2:16][S:17][C:18]3[NH:22][C:21]4[CH:23]=[CH:24][CH:25]=[CH:26][C:20]=4[N:19]=3)[C:11]=2[CH3:27])[O:4][CH2:3]1.ClC1C=CC=C(C(OO)=[O:37])C=1.C(=O)([O-])O.[Na+]. The catalyst is CO.C1(C)C=CC=CC=1. The product is [CH3:1][C:2]1([CH3:28])[CH2:7][O:6][CH:5]([CH2:8][O:9][C:10]2[CH:15]=[CH:14][N:13]=[C:12]([CH2:16][S:17]([C:18]3[NH:19][C:20]4[CH:26]=[CH:25][CH:24]=[CH:23][C:21]=4[N:22]=3)=[O:37])[C:11]=2[CH3:27])[O:4][CH2:3]1. The yield is 0.762. (3) The reactants are [F:1][C:2]1[CH:3]=[C:4]([C:8]2[CH:13]=[CH:12][CH:11]=[C:10]([N+:14]([O-])=O)[CH:9]=2)[CH:5]=[CH:6][CH:7]=1. The catalyst is [Pd].CCO. The product is [F:1][C:2]1[CH:3]=[C:4]([C:8]2[CH:13]=[CH:12][CH:11]=[C:10]([NH2:14])[CH:9]=2)[CH:5]=[CH:6][CH:7]=1. The yield is 0.630. (4) The reactants are Cl.[NH:2]([C:4]([C@H:6]1[CH2:11][CH2:10][C@H:9]([C:12]([O:14][CH3:15])=[O:13])[CH2:8][CH2:7]1)=[O:5])[NH2:3].C(N(CC)CC)C.C1C[O:26][CH2:25]C1.C(N1C=CN=C1)(N1C=CN=C1)=O. The catalyst is CCOC(C)=O. The product is [O:26]=[C:25]1[O:5][C:4]([C@H:6]2[CH2:7][CH2:8][C@H:9]([C:12]([O:14][CH3:15])=[O:13])[CH2:10][CH2:11]2)=[N:2][NH:3]1. The yield is 0.760. (5) The reactants are [Br-].[C:2]1([S+:8]2[C:12]3[CH:13]=[CH:14][CH:15]=[CH:16][C:11]=3[C:10]3[CH:17]=[CH:18][CH:19]=[CH:20][C:9]2=3)[CH:7]=[CH:6][CH:5]=[CH:4][CH:3]=1.[OH:21][C:22]12[CH2:31][CH:26]3[CH2:27][CH:28]([CH2:30][CH:24]([CH2:25]3)[CH2:23]1)[CH2:29]2.[C:32]([O:35][CH:36]([CH3:47])[C:37]([F:46])([F:45])[C:38]([F:44])([F:43])[S:39]([O-:42])(=[O:41])=[O:40])(=[O:34])[CH3:33].[Na].O. The catalyst is ClCCl. The product is [OH:21][C:22]12[CH2:23][CH:24]3[CH2:30][CH:28]([CH2:27][C:26]([CH2:33][C:32]([O:35][CH:36]([CH3:47])[C:37]([F:46])([F:45])[C:38]([F:44])([F:43])[S:39]([O-:42])(=[O:41])=[O:40])=[O:34])([CH2:25]3)[CH2:31]1)[CH2:29]2.[C:2]1([S+:8]2[C:9]3[CH:20]=[CH:19][CH:18]=[CH:17][C:10]=3[C:11]3[CH:16]=[CH:15][CH:14]=[CH:13][C:12]2=3)[CH:7]=[CH:6][CH:5]=[CH:4][CH:3]=1. The yield is 0.990. (6) The reactants are [CH2:1]([O:8][C:9]1[CH:14]=[CH:13][NH:12][C:11](=[O:15])[CH:10]=1)[C:2]1[CH:7]=[CH:6][CH:5]=[CH:4][CH:3]=1.C([O-])([O-])=O.[K+].[K+].[F:22][C:23]1[CH:24]=[C:25]([CH:28]=[CH:29][CH:30]=1)[CH2:26]Br. The catalyst is CN(C=O)C. The product is [CH2:1]([O:8][C:9]1[CH:14]=[CH:13][N:12]([CH2:26][C:25]2[CH:28]=[CH:29][CH:30]=[C:23]([F:22])[CH:24]=2)[C:11](=[O:15])[CH:10]=1)[C:2]1[CH:3]=[CH:4][CH:5]=[CH:6][CH:7]=1. The yield is 0.670.